This data is from Forward reaction prediction with 1.9M reactions from USPTO patents (1976-2016). The task is: Predict the product of the given reaction. (1) Given the reactants C[O:2][C:3](=[O:15])[C:4]1[CH:9]=[C:8]([O:10][CH3:11])[CH:7]=[C:6]([Br:12])[C:5]=1[O:13][CH3:14].[OH-].[Na+], predict the reaction product. The product is: [Br:12][C:6]1[C:5]([O:13][CH3:14])=[C:4]([CH:9]=[C:8]([O:10][CH3:11])[CH:7]=1)[C:3]([OH:15])=[O:2]. (2) Given the reactants C[S:2]([C:5]1[CH:10]=[CH:9][C:8]([C:11]2[C:12](=[O:22])[O:13][CH2:14][C:15]=2[C:16]2[CH:21]=[CH:20][CH:19]=[CH:18][CH:17]=2)=[CH:7][CH:6]=1)(=[O:4])=[O:3].S(C1C=CC(CC(O)=O)=CC=1)(=O)(=O)[NH2:24].BrCC(C1C=CC=CC=1)=O, predict the reaction product. The product is: [S:2]([C:5]1[CH:10]=[CH:9][C:8]([C:11]2[C:12](=[O:22])[O:13][CH2:14][C:15]=2[C:16]2[CH:21]=[CH:20][CH:19]=[CH:18][CH:17]=2)=[CH:7][CH:6]=1)(=[O:4])(=[O:3])[NH2:24]. (3) The product is: [F:40][C:41]([F:54])([F:53])[S:42]([O:1][C:2]1[CH:7]=[CH:6][C:5]([C:8]2[CH:9]=[CH:10][C:11]([C:14]([NH:16][C@H:17]([C:22]([NH:24][C@H:25]([C:29]([O:31][CH3:32])=[O:30])[CH2:26][CH2:27][CH3:28])=[O:23])[CH2:18][CH:19]([CH3:21])[CH3:20])=[O:15])=[CH:12][CH:13]=2)=[CH:4][CH:3]=1)(=[O:44])=[O:43]. Given the reactants [OH:1][C:2]1[CH:7]=[CH:6][C:5]([C:8]2[CH:13]=[CH:12][C:11]([C:14]([NH:16][C@H:17]([C:22]([NH:24][C@H:25]([C:29]([O:31][CH3:32])=[O:30])[CH2:26][CH2:27][CH3:28])=[O:23])[CH2:18][CH:19]([CH3:21])[CH3:20])=[O:15])=[CH:10][CH:9]=2)=[CH:4][CH:3]=1.C(N(CC)CC)C.[F:40][C:41]([F:54])([F:53])[S:42](O[S:42]([C:41]([F:54])([F:53])[F:40])(=[O:44])=[O:43])(=[O:44])=[O:43].C(=O)(O)[O-].[Na+], predict the reaction product. (4) Given the reactants [N:1]1([C:6]2[CH:26]=[CH:25][C:9]([CH2:10][C:11]3[C:12]([O:23][CH3:24])=[N:13][C:14]4[C:19]([C:20]=3[Cl:21])=[CH:18][C:17](I)=[CH:16][CH:15]=4)=[CH:8][CH:7]=2)[CH:5]=[CH:4][N:3]=[CH:2]1.[C:27]([CH:35]1[CH2:40][CH2:39][N:38]([C:41](=[O:43])[CH3:42])[CH2:37][CH2:36]1)(=[O:34])[C:28]1[CH:33]=[CH:32][CH:31]=[CH:30][CH:29]=1.C(=O)=O.CC(C)=O.O, predict the reaction product. The product is: [N:1]1([C:6]2[CH:26]=[CH:25][C:9]([CH2:10][C:11]3[C:12]([O:23][CH3:24])=[N:13][C:14]4[C:19]([C:20]=3[Cl:21])=[CH:18][C:17]([C:27]([OH:34])([C:28]3[CH:33]=[CH:32][CH:31]=[CH:30][CH:29]=3)[CH:35]3[CH2:40][CH2:39][N:38]([C:41](=[O:43])[CH3:42])[CH2:37][CH2:36]3)=[CH:16][CH:15]=4)=[CH:8][CH:7]=2)[CH:5]=[CH:4][N:3]=[CH:2]1. (5) The product is: [Cl:21][C:22]1[CH:27]=[CH:26][CH:25]=[CH:24][C:23]=1[C:2]1[CH:20]=[CH:19][C:5]2[NH:6][C:7]([C:9]3[CH2:13][C:12]4([CH2:18][CH2:17][CH2:16][CH2:15][CH2:14]4)[O:11][N:10]=3)=[N:8][C:4]=2[CH:3]=1. Given the reactants Br[C:2]1[CH:20]=[CH:19][C:5]2[NH:6][C:7]([C:9]3[CH2:13][C:12]4([CH2:18][CH2:17][CH2:16][CH2:15][CH2:14]4)[O:11][N:10]=3)=[N:8][C:4]=2[CH:3]=1.[Cl:21][C:22]1[CH:27]=[CH:26][CH:25]=[CH:24][C:23]=1B(O)O, predict the reaction product. (6) Given the reactants [SH:1][C:2]1[CH:3]=[C:4]([CH:8]=[CH:9][CH:10]=1)[C:5]([OH:7])=[O:6].C(=O)([O-])[O-].[K+].[K+].Br[CH:18]([CH2:21][CH3:22])[C:19]#[N:20], predict the reaction product. The product is: [C:19]([CH2:18][CH2:21][CH2:22][S:1][C:2]1[CH:3]=[C:4]([CH:8]=[CH:9][CH:10]=1)[C:5]([OH:7])=[O:6])#[N:20]. (7) Given the reactants [C:1]([C:3]1[C:4]([N:10]=[CH:11][N:12](C)C)=[N:5][C:6]([CH3:9])=[CH:7][CH:8]=1)#[N:2].N[C:16]1[CH:21]=[C:20]([O:22][CH2:23][C:24]2[CH:29]=[CH:28][C:27]([O:30][CH3:31])=[CH:26][CH:25]=2)[CH:19]=[CH:18][C:17]=1[S:32][C:33]1[CH:38]=[CH:37][C:36]([OH:39])=[CH:35][CH:34]=1, predict the reaction product. The product is: [CH3:31][O:30][C:27]1[CH:26]=[CH:25][C:24]([CH2:23][O:22][C:20]2[CH:19]=[CH:18][C:17]([S:32][C:33]3[CH:38]=[CH:37][C:36]([OH:39])=[CH:35][CH:34]=3)=[C:16]([NH:2][C:1]3[C:3]4[CH:8]=[CH:7][C:6]([CH3:9])=[N:5][C:4]=4[N:10]=[CH:11][N:12]=3)[CH:21]=2)=[CH:29][CH:28]=1.